This data is from Forward reaction prediction with 1.9M reactions from USPTO patents (1976-2016). The task is: Predict the product of the given reaction. The product is: [F:12][C:13]1[C:18]([F:19])=[C:17]([F:20])[CH:16]=[CH:15][C:14]=1[N:21]1[C:5](=[O:7])[C:4]2[C:3](=[C:2]([CH3:1])[CH:10]=[CH:9][CH:8]=2)[NH:11][C:22]1=[S:23]. Given the reactants [CH3:1][C:2]1[C:3]([NH2:11])=[C:4]([CH:8]=[CH:9][CH:10]=1)[C:5]([OH:7])=O.[F:12][C:13]1[C:18]([F:19])=[C:17]([F:20])[CH:16]=[CH:15][C:14]=1[N:21]=[C:22]=[S:23], predict the reaction product.